The task is: Regression/Classification. Given a drug SMILES string, predict its toxicity properties. Task type varies by dataset: regression for continuous values (e.g., LD50, hERG inhibition percentage) or binary classification for toxic/non-toxic outcomes (e.g., AMES mutagenicity, cardiotoxicity, hepatotoxicity). Dataset: herg_karim.. This data is from hERG potassium channel inhibition data for cardiac toxicity prediction from Karim et al.. (1) The drug is O=C(O)C(c1ccccc1)N1CCC(CN2CCC(Oc3ccc(Cl)c(Cl)c3)CC2)CC1. The result is 0 (non-blocker). (2) The drug is CNC(=O)c1ccc(Nc2nc(OC3CCCC3)c3c(-c4ccc5nc(C)oc5c4)c[nH]c3n2)c(OC)c1. The result is 0 (non-blocker). (3) The drug is COC1COCCC1NC1CCC(C(=O)N2CCN(c3cc(C(F)(F)F)ncn3)CC2)(C(C)C)C1. The result is 0 (non-blocker). (4) The compound is CCC(COC(=O)c1cc(OC)c(OC)c(OC)c1)(c1ccccc1)N(C)C. The result is 0 (non-blocker). (5) The compound is Cc1cc(C#N)ccc1-c1ccnc(NCc2n[nH]c3ncccc23)c1. The result is 1 (blocker). (6) The molecule is O=C(O)c1cc2sccc2[nH]1. The result is 0 (non-blocker). (7) The molecule is CC(=O)N1CCC(C2N[C@@H](c3nc(-c4ccccc4)c[nH]3)Cc3c2[nH]c2ccccc32)CC1. The result is 1 (blocker).